From a dataset of Full USPTO retrosynthesis dataset with 1.9M reactions from patents (1976-2016). Predict the reactants needed to synthesize the given product. (1) Given the product [O:15]1[CH2:16][CH2:17][N:12]([CH2:11][C@H:9]2[CH2:10][C@@H:8]2[C:5]2[CH:6]=[CH:7][C:2]([N:19]3[C:20](=[O:24])[CH:21]=[CH:22][CH:23]=[N:18]3)=[CH:3][CH:4]=2)[CH2:13][CH2:14]1, predict the reactants needed to synthesize it. The reactants are: Br[C:2]1[CH:7]=[CH:6][C:5]([C@H:8]2[CH2:10][C@@H:9]2[CH2:11][N:12]2[CH2:17][CH2:16][O:15][CH2:14][CH2:13]2)=[CH:4][CH:3]=1.[N:18]1[NH:19][C:20](=[O:24])[CH:21]=[CH:22][CH:23]=1. (2) The reactants are: [C:1]([O:5][C:6]([NH:8][C:9]1[S:13][C:12](/[CH:14]=[CH:15]/[C:16]([O:18][CH2:19][CH3:20])=[O:17])=[C:11]([C:21]2[CH:26]=[CH:25][CH:24]=[CH:23][CH:22]=2)[CH:10]=1)=[O:7])([CH3:4])([CH3:3])[CH3:2].C(O)C. Given the product [C:1]([O:5][C:6]([NH:8][C:9]1[S:13][C:12]([CH2:14][CH2:15][C:16]([O:18][CH2:19][CH3:20])=[O:17])=[C:11]([C:21]2[CH:22]=[CH:23][CH:24]=[CH:25][CH:26]=2)[CH:10]=1)=[O:7])([CH3:2])([CH3:3])[CH3:4], predict the reactants needed to synthesize it. (3) Given the product [N:35]1[CH:36]=[CH:37][CH:38]=[CH:39][C:34]=1[CH2:33][N:1]1[C:5]2[CH:6]=[CH:7][CH:8]=[CH:9][C:4]=2[N:3]=[C:2]1[CH2:10][N:11]1[C@@H:24]2[C@@H:15]([CH2:16][CH2:17][C:18]3[C:23]2=[N:22][CH:21]=[CH:20][CH:19]=3)[CH2:14][CH2:13][CH2:12]1, predict the reactants needed to synthesize it. The reactants are: [NH:1]1[C:5]2[CH:6]=[CH:7][CH:8]=[CH:9][C:4]=2[N:3]=[C:2]1[CH2:10][N:11]1[C@@H:24]2[C@@H:15]([CH2:16][CH2:17][C:18]3[C:23]2=[N:22][CH:21]=[CH:20][CH:19]=3)[CH2:14][CH2:13][CH2:12]1.C(=O)([O-])[O-].[K+].[K+].Br.Br[CH2:33][C:34]1[CH:39]=[CH:38][CH:37]=[CH:36][N:35]=1.[I-].[K+].